From a dataset of Reaction yield outcomes from USPTO patents with 853,638 reactions. Predict the reaction yield, written as a fraction of the theoretical maximum amount of product (1.0 means a 100% yield; for example, 0.34 means a 34% yield). (1) The reactants are [CH3:1][S:2][C:3](=[NH:5])[NH2:4].[OH-].[Na+].[CH3:8][C:9]([O:12][C:13](O[C:13]([O:12][C:9]([CH3:11])([CH3:10])[CH3:8])=[O:14])=[O:14])([CH3:11])[CH3:10].O. The catalyst is C(Cl)Cl. The product is [C:13]([NH:5][C:3](=[NH:4])[S:2][CH3:1])([O:12][C:9]([CH3:11])([CH3:10])[CH3:8])=[O:14]. The yield is 0.260. (2) The catalyst is COCCOC.O.C1C=CC([P]([Pd]([P](C2C=CC=CC=2)(C2C=CC=CC=2)C2C=CC=CC=2)([P](C2C=CC=CC=2)(C2C=CC=CC=2)C2C=CC=CC=2)[P](C2C=CC=CC=2)(C2C=CC=CC=2)C2C=CC=CC=2)(C2C=CC=CC=2)C2C=CC=CC=2)=CC=1. The yield is 0.740. The reactants are C(=O)([O-])[O-].[Na+].[Na+].[CH:7]([C:9]1[CH:14]=[CH:13][C:12](B(O)O)=[CH:11][CH:10]=1)=[O:8].[Cl:18][C:19]1[CH:20]=[C:21]([CH2:26][OH:27])[CH:22]=[N:23][C:24]=1Cl. The product is [Cl:18][C:19]1[C:24]([C:12]2[CH:13]=[CH:14][C:9]([CH:7]=[O:8])=[CH:10][CH:11]=2)=[N:23][CH:22]=[C:21]([CH2:26][OH:27])[CH:20]=1.